Dataset: Forward reaction prediction with 1.9M reactions from USPTO patents (1976-2016). Task: Predict the product of the given reaction. (1) The product is: [CH2:1]([S:3][C:4]1[CH:9]=[CH:8][CH:7]=[CH:6][C:5]=1[C:20]1[CH:21]=[CH:22][C:23]2[N:24]([CH:27]=[C:28]([C:30]([F:31])([F:33])[F:32])[N:29]=2)[C:25]=1[CH3:26])[CH3:2]. Given the reactants [CH2:1]([S:3][C:4]1[CH:9]=[CH:8][CH:7]=[CH:6][C:5]=1B1OC(C)(C)C(C)(C)O1)[CH3:2].Br[C:20]1[CH:21]=[CH:22][C:23]2[N:24]([CH:27]=[C:28]([C:30]([F:33])([F:32])[F:31])[N:29]=2)[C:25]=1[CH3:26].P([O-])([O-])([O-])=O.[K+].[K+].[K+].O1CCOCC1, predict the reaction product. (2) Given the reactants [C:1]([C:3]1[C:4]([CH3:27])=[C:5]([C@@H:10]2[CH2:15][N:14]3[CH2:16][CH2:17][NH:18][CH2:19][C@H:13]3[CH2:12][N:11]2[C:20]([O:22][C:23]([CH3:26])([CH3:25])[CH3:24])=[O:21])[CH:6]=[CH:7][C:8]=1[F:9])#[N:2].FC1C(C#N)=C(C)C(C2CO2)=CC=1.OC[C@@H]1NCCN(C(OC(C)(C)C)=O)C1, predict the reaction product. The product is: [C:1]([C:3]1[C:4]([CH3:27])=[C:5]([C@H:10]2[CH2:15][N:14]3[CH2:16][CH2:17][NH:18][CH2:19][C@@H:13]3[CH2:12][N:11]2[C:20]([O:22][C:23]([CH3:25])([CH3:24])[CH3:26])=[O:21])[CH:6]=[CH:7][C:8]=1[F:9])#[N:2]. (3) The product is: [CH3:17][C@@H:18]1[N:22]([C:23]([O:25][C:26]([CH3:29])([CH3:28])[CH3:27])=[O:24])[C@H:21]([C:30]([O:32][CH2:33][C:34]([C:36]2[CH:37]=[CH:38][C:39]3[C:48]4[CH:47]=[C:46]5[CH2:49][CH2:50][CH:51]([O:16][C:14]([C@@H:5]6[CH2:4][CH2:3][C@H:2]([CH3:1])[N:6]6[C:7]([O:9][C:10]([CH3:11])([CH3:13])[CH3:12])=[O:8])=[O:15])[C:52](=[O:53])[C:45]5=[CH:44][C:43]=4[O:42][CH2:41][C:40]=3[CH:55]=2)=[O:35])=[O:31])[CH2:20][CH2:19]1. Given the reactants [CH3:1][CH:2]1[N:6]([C:7]([O:9][C:10]([CH3:13])([CH3:12])[CH3:11])=[O:8])[CH:5]([C:14]([O-:16])=[O:15])[CH2:4][CH2:3]1.[CH3:17][C@@H:18]1[N:22]([C:23]([O:25][C:26]([CH3:29])([CH3:28])[CH3:27])=[O:24])[C@H:21]([C:30]([O:32][CH2:33][C:34]([C:36]2[CH:37]=[CH:38][C:39]3[C:48]4[CH:47]=[C:46]5[CH2:49][CH2:50][CH:51](Br)[C:52](=[O:53])[C:45]5=[CH:44][C:43]=4[O:42][CH2:41][C:40]=3[CH:55]=2)=[O:35])=[O:31])[CH2:20][CH2:19]1.C(OC(N1[C@@H](C)CC[C@H]1C(O)=O)=O)(C)(C)C.C([O-])([O-])=O.[Cs+].[Cs+], predict the reaction product. (4) Given the reactants [NH2:1][C:2]1[O:3][CH2:4][C@:5]2([N:32]=1)[C:18]1[CH:17]=[C:16]([C:19]3[CH:20]=[N:21][CH:22]=[N:23][CH:24]=3)[C:15]([F:25])=[CH:14][C:13]=1[O:12][C:11]1[C:6]2=[CH:7][C:8]([C:26]#[C:27][C:28]([CH3:31])([OH:30])[CH3:29])=[CH:9][CH:10]=1, predict the reaction product. The product is: [NH2:1][C:2]1[O:3][CH2:4][C@:5]2([N:32]=1)[C:18]1[CH:17]=[C:16]([C:19]3[CH:24]=[N:23][CH:22]=[N:21][CH:20]=3)[C:15]([F:25])=[CH:14][C:13]=1[O:12][C:11]1[C:6]2=[CH:7][C:8]([CH2:26][CH2:27][C:28]([CH3:29])([OH:30])[CH3:31])=[CH:9][CH:10]=1. (5) The product is: [F:1][C:2]1[CH:3]=[C:4]([NH:28][CH:29]2[CH2:30][NH:31][CH2:32]2)[CH:5]=[C:6]([F:27])[C:7]=1[C@@H:8]1[C:13]2[NH:14][C:15]3[C:20]([C:12]=2[CH2:11][C@@H:10]([CH3:21])[N:9]1[CH2:22][C:23]([F:25])([F:26])[F:24])=[CH:19][CH:18]=[CH:17][CH:16]=3. Given the reactants [F:1][C:2]1[CH:3]=[C:4]([NH:28][CH:29]2[CH2:32][N:31](C(OC(C)(C)C)=O)[CH2:30]2)[CH:5]=[C:6]([F:27])[C:7]=1[C@@H:8]1[C:13]2[NH:14][C:15]3[C:20]([C:12]=2[CH2:11][C@@H:10]([CH3:21])[N:9]1[CH2:22][C:23]([F:26])([F:25])[F:24])=[CH:19][CH:18]=[CH:17][CH:16]=3.S(=O)(=O)(O)O.C([O-])(O)=O.[Na+], predict the reaction product.